From a dataset of Forward reaction prediction with 1.9M reactions from USPTO patents (1976-2016). Predict the product of the given reaction. Given the reactants ClC1C(Cl)=CC=CC=1NC([O:12][CH2:13][CH2:14][N:15]1[C:19]([NH:20][C:21]([NH:23][C:24]2[CH:29]=[CH:28][CH:27]=[C:26]([Cl:30])[C:25]=2[Cl:31])=[O:22])=[CH:18][C:17]([C:32]([CH3:35])([CH3:34])[CH3:33])=[N:16]1)=O.[OH-].[Na+].Cl, predict the reaction product. The product is: [OH:12][CH2:13][CH2:14][N:15]1[C:19]([NH:20][C:21]([NH:23][C:24]2[CH:29]=[CH:28][CH:27]=[C:26]([Cl:30])[C:25]=2[Cl:31])=[O:22])=[CH:18][C:17]([C:32]([CH3:35])([CH3:34])[CH3:33])=[N:16]1.